From a dataset of Forward reaction prediction with 1.9M reactions from USPTO patents (1976-2016). Predict the product of the given reaction. (1) Given the reactants [CH:1]([N:4]1[C:13]2[N:12]=[C:11]([NH:14][C:15]3[C:23]([O:24][CH3:25])=[CH:22][C:18]([C:19](O)=[O:20])=[C:17]([F:26])[CH:16]=3)[N:10]=[CH:9][C:8]=2[N:7]2[CH:27]=[N:28][C:29]([C:30]#[N:31])=[C:6]2[C@H:5]1[CH2:32][CH3:33])([CH3:3])[CH3:2].[CH2:34]([N:36]1[CH2:41][CH2:40][CH:39]([N:42]2[CH2:47][CH2:46][CH:45]([NH2:48])[CH2:44][CH2:43]2)[CH2:38][CH2:37]1)[CH3:35], predict the reaction product. The product is: [C:30]([C:29]1[N:28]=[CH:27][N:7]2[C:6]=1[C@@H:5]([CH2:32][CH3:33])[N:4]([CH:1]([CH3:3])[CH3:2])[C:13]1[N:12]=[C:11]([NH:14][C:15]3[C:23]([O:24][CH3:25])=[CH:22][C:18]([C:19]([NH:48][CH:45]4[CH2:44][CH2:43][N:42]([CH:39]5[CH2:40][CH2:41][N:36]([CH2:34][CH3:35])[CH2:37][CH2:38]5)[CH2:47][CH2:46]4)=[O:20])=[C:17]([F:26])[CH:16]=3)[N:10]=[CH:9][C:8]2=1)#[N:31]. (2) Given the reactants Cl.[CH3:2][NH:3][OH:4].CO[Na].[Br:8][C:9]1[CH:10]=[C:11]2C(=[CH:17][CH:18]=1)O[CH2:14][CH2:13][C:12]2=[N:19][C:20]#[N:21].[CH3:22][OH:23], predict the reaction product. The product is: [Br:8][C:9]1[CH:10]=[C:11]2[C:12]3([O:4][N:3]([CH3:2])[C:20]([NH2:21])=[N:19]3)[CH2:13][CH2:14][O:23][C:22]2=[CH:17][CH:18]=1. (3) Given the reactants [NH2:1][C:2]1[C:12]2[NH:11][CH2:10][CH2:9][NH:8][C:7](=[O:13])[C:6]=2[CH:5]=[CH:4][CH:3]=1.[Cl:14][C:15]1[CH:22]=[CH:21][C:18]([CH:19]=O)=[CH:17][CH:16]=1.C(=O)(O)[O-].[Na+], predict the reaction product. The product is: [Cl:14][C:15]1[CH:22]=[CH:21][C:18]([C:19]2[N:11]3[C:12]4[C:2](=[CH:3][CH:4]=[CH:5][C:6]=4[C:7](=[O:13])[NH:8][CH2:9][CH2:10]3)[N:1]=2)=[CH:17][CH:16]=1.